Dataset: Reaction yield outcomes from USPTO patents with 853,638 reactions. Task: Predict the reaction yield, written as a fraction of the theoretical maximum amount of product (1.0 means a 100% yield; for example, 0.34 means a 34% yield). (1) The reactants are [CH:1]1([N:5]([CH3:12])[CH2:6]/[CH:7]=[CH:8]/[C:9]([OH:11])=O)[CH2:4][CH2:3][CH2:2]1.C(Cl)(C(Cl)=O)=O.[I:19][C:20]1[C:28]2[C:23](=[N:24][CH:25]=[N:26][C:27]=2[NH:29]C(=O)OC(C)(C)C)[N:22]([C:37]2[CH:42]=[CH:41][CH:40]=[C:39]([NH:43][CH3:44])[CH:38]=2)[N:21]=1.C(O)(C(F)(F)F)=O. The catalyst is C(#N)C.C(Cl)Cl.CN(C=O)C. The product is [NH2:29][C:27]1[N:26]=[CH:25][N:24]=[C:23]2[N:22]([C:37]3[CH:38]=[C:39]([N:43]([CH3:44])[C:9](=[O:11])/[CH:8]=[CH:7]/[CH2:6][N:5]([CH:1]4[CH2:2][CH2:3][CH2:4]4)[CH3:12])[CH:40]=[CH:41][CH:42]=3)[N:21]=[C:20]([I:19])[C:28]=12. The yield is 1.00. (2) The reactants are [C:1]1([C:7]2[C:8](=O)[NH:9][C:10](=O)[NH:11][CH:12]=2)[CH:6]=[CH:5][CH:4]=[CH:3][CH:2]=1.[ClH:15].C(N(CC)CC)C.O=P(Cl)(Cl)[Cl:25]. No catalyst specified. The product is [Cl:15][C:10]1[N:9]=[C:8]([Cl:25])[C:7]([C:1]2[CH:6]=[CH:5][CH:4]=[CH:3][CH:2]=2)=[CH:12][N:11]=1. The yield is 1.00. (3) The reactants are [C:1]([O:5][C:6]([N:8]1[CH2:12][CH2:11][CH2:10][CH:9]1[C:13]1[NH:17][C:16]2[CH:18]=[C:19](Br)[CH:20]=[CH:21][C:15]=2[N:14]=1)=[O:7])([CH3:4])([CH3:3])[CH3:2].[C:23]([O:27][C:28]([N:30]1[CH2:34][CH2:33][CH2:32][CH:31]1[C:35]1[NH:39][C:38]2[CH:40]=[C:41](B3OC(C)(C)C(C)(C)O3)[CH:42]=[CH:43][C:37]=2[N:36]=1)=[O:29])([CH3:26])([CH3:25])[CH3:24].C(=O)([O-])[O-].[K+].[K+]. The catalyst is COCCOC.O.C(OCC)(=O)C.C1C=CC([P]([Pd]([P](C2C=CC=CC=2)(C2C=CC=CC=2)C2C=CC=CC=2)([P](C2C=CC=CC=2)(C2C=CC=CC=2)C2C=CC=CC=2)[P](C2C=CC=CC=2)(C2C=CC=CC=2)C2C=CC=CC=2)(C2C=CC=CC=2)C2C=CC=CC=2)=CC=1. The yield is 0.150. The product is [C:1]([O:5][C:6]([N:8]1[CH2:12][CH2:11][CH2:10][CH:9]1[C:13]1[NH:17][C:16]2[CH:18]=[C:19]([C:41]3[CH:42]=[CH:43][C:37]4[N:36]=[C:35]([CH:31]5[CH2:32][CH2:33][CH2:34][N:30]5[C:28]([O:27][C:23]([CH3:24])([CH3:25])[CH3:26])=[O:29])[NH:39][C:38]=4[CH:40]=3)[CH:20]=[CH:21][C:15]=2[N:14]=1)=[O:7])([CH3:4])([CH3:3])[CH3:2].